From a dataset of NCI-60 drug combinations with 297,098 pairs across 59 cell lines. Regression. Given two drug SMILES strings and cell line genomic features, predict the synergy score measuring deviation from expected non-interaction effect. (1) Drug 1: C1CN1P(=S)(N2CC2)N3CC3. Drug 2: CCC1(CC2CC(C3=C(CCN(C2)C1)C4=CC=CC=C4N3)(C5=C(C=C6C(=C5)C78CCN9C7C(C=CC9)(C(C(C8N6C=O)(C(=O)OC)O)OC(=O)C)CC)OC)C(=O)OC)O.OS(=O)(=O)O. Cell line: MDA-MB-231. Synergy scores: CSS=17.9, Synergy_ZIP=-1.33, Synergy_Bliss=2.12, Synergy_Loewe=0.982, Synergy_HSA=2.51. (2) Drug 2: CC1=C(C=C(C=C1)NC(=O)C2=CC=C(C=C2)CN3CCN(CC3)C)NC4=NC=CC(=N4)C5=CN=CC=C5. Cell line: 786-0. Synergy scores: CSS=51.0, Synergy_ZIP=3.89, Synergy_Bliss=1.68, Synergy_Loewe=-0.216, Synergy_HSA=3.41. Drug 1: CC1=C2C(C(=O)C3(C(CC4C(C3C(C(C2(C)C)(CC1OC(=O)C(C(C5=CC=CC=C5)NC(=O)OC(C)(C)C)O)O)OC(=O)C6=CC=CC=C6)(CO4)OC(=O)C)OC)C)OC. (3) Drug 1: CC12CCC3C(C1CCC2=O)CC(=C)C4=CC(=O)C=CC34C. Drug 2: C1=NC2=C(N1)C(=S)N=CN2. Cell line: NCI-H522. Synergy scores: CSS=34.9, Synergy_ZIP=-1.86, Synergy_Bliss=-3.24, Synergy_Loewe=-16.0, Synergy_HSA=-1.26. (4) Drug 2: CC1=C2C(C(=O)C3(C(CC4C(C3C(C(C2(C)C)(CC1OC(=O)C(C(C5=CC=CC=C5)NC(=O)OC(C)(C)C)O)O)OC(=O)C6=CC=CC=C6)(CO4)OC(=O)C)O)C)O. Synergy scores: CSS=27.7, Synergy_ZIP=-8.82, Synergy_Bliss=-3.33, Synergy_Loewe=-32.9, Synergy_HSA=-0.370. Drug 1: C1=CC(=CC=C1CC(C(=O)O)N)N(CCCl)CCCl.Cl. Cell line: HOP-92. (5) Drug 1: C1=CC(=CC=C1C#N)C(C2=CC=C(C=C2)C#N)N3C=NC=N3. Drug 2: CC=C1C(=O)NC(C(=O)OC2CC(=O)NC(C(=O)NC(CSSCCC=C2)C(=O)N1)C(C)C)C(C)C. Cell line: NCIH23. Synergy scores: CSS=36.8, Synergy_ZIP=-1.47, Synergy_Bliss=-2.19, Synergy_Loewe=-45.2, Synergy_HSA=-0.311. (6) Drug 1: CC1C(C(CC(O1)OC2CC(OC(C2O)C)OC3=CC4=CC5=C(C(=O)C(C(C5)C(C(=O)C(C(C)O)O)OC)OC6CC(C(C(O6)C)O)OC7CC(C(C(O7)C)O)OC8CC(C(C(O8)C)O)(C)O)C(=C4C(=C3C)O)O)O)O. Drug 2: C(CN)CNCCSP(=O)(O)O. Cell line: RXF 393. Synergy scores: CSS=53.5, Synergy_ZIP=0.490, Synergy_Bliss=0.735, Synergy_Loewe=-58.9, Synergy_HSA=-1.48.